From a dataset of Catalyst prediction with 721,799 reactions and 888 catalyst types from USPTO. Predict which catalyst facilitates the given reaction. Reactant: C([Li])CCC.C(NC(C)C)(C)C.[Br:13][C:14]1[CH:19]=[CH:18][C:17]([Cl:20])=[CH:16][N:15]=1.[F:21][C:22]1[C:29]([F:30])=[CH:28][CH:27]=[C:26]([F:31])[C:23]=1[CH:24]=[O:25]. Product: [Br:13][C:14]1[CH:19]=[C:18]([CH:24]([C:23]2[C:26]([F:31])=[CH:27][CH:28]=[C:29]([F:30])[C:22]=2[F:21])[OH:25])[C:17]([Cl:20])=[CH:16][N:15]=1. The catalyst class is: 132.